Dataset: Catalyst prediction with 721,799 reactions and 888 catalyst types from USPTO. Task: Predict which catalyst facilitates the given reaction. The catalyst class is: 88. Product: [Cl:19][C:3]1[C:2]2[NH:1][C:22](=[S:23])[N:8]([CH2:9][CH2:10][NH:11][C:12](=[O:18])[O:13][C:14]([CH3:15])([CH3:16])[CH3:17])[C:7]=2[CH:6]=[CH:5][N:4]=1. Reactant: [NH2:1][C:2]1[C:3]([Cl:19])=[N:4][CH:5]=[CH:6][C:7]=1[NH:8][CH2:9][CH2:10][NH:11][C:12](=[O:18])[O:13][C:14]([CH3:17])([CH3:16])[CH3:15].[OH-].[K+].[C:22](=S)=[S:23].CC(O)=O.